Dataset: NCI-60 drug combinations with 297,098 pairs across 59 cell lines. Task: Regression. Given two drug SMILES strings and cell line genomic features, predict the synergy score measuring deviation from expected non-interaction effect. (1) Drug 1: CC1=C(C(=CC=C1)Cl)NC(=O)C2=CN=C(S2)NC3=CC(=NC(=N3)C)N4CCN(CC4)CCO. Drug 2: CCCCC(=O)OCC(=O)C1(CC(C2=C(C1)C(=C3C(=C2O)C(=O)C4=C(C3=O)C=CC=C4OC)O)OC5CC(C(C(O5)C)O)NC(=O)C(F)(F)F)O. Cell line: OVCAR-5. Synergy scores: CSS=41.5, Synergy_ZIP=4.74, Synergy_Bliss=4.01, Synergy_Loewe=3.98, Synergy_HSA=4.38. (2) Drug 1: CC1=C(C=C(C=C1)C(=O)NC2=CC(=CC(=C2)C(F)(F)F)N3C=C(N=C3)C)NC4=NC=CC(=N4)C5=CN=CC=C5. Drug 2: C(CC(=O)O)C(=O)CN.Cl. Cell line: MDA-MB-435. Synergy scores: CSS=9.28, Synergy_ZIP=-5.60, Synergy_Bliss=-4.33, Synergy_Loewe=0.585, Synergy_HSA=0.521. (3) Drug 1: C1CCN(CC1)CCOC2=CC=C(C=C2)C(=O)C3=C(SC4=C3C=CC(=C4)O)C5=CC=C(C=C5)O. Cell line: OVCAR3. Synergy scores: CSS=24.6, Synergy_ZIP=1.98, Synergy_Bliss=1.37, Synergy_Loewe=-1.40, Synergy_HSA=0.130. Drug 2: C1=C(C(=O)NC(=O)N1)N(CCCl)CCCl. (4) Drug 1: C1=CC(=CC=C1CCC2=CNC3=C2C(=O)NC(=N3)N)C(=O)NC(CCC(=O)O)C(=O)O. Drug 2: CC(C)CN1C=NC2=C1C3=CC=CC=C3N=C2N. Cell line: IGROV1. Synergy scores: CSS=26.4, Synergy_ZIP=-5.83, Synergy_Bliss=1.08, Synergy_Loewe=-6.80, Synergy_HSA=0.775. (5) Drug 1: COC1=C(C=C2C(=C1)N=CN=C2NC3=CC(=C(C=C3)F)Cl)OCCCN4CCOCC4. Drug 2: CCN(CC)CCNC(=O)C1=C(NC(=C1C)C=C2C3=C(C=CC(=C3)F)NC2=O)C. Cell line: SF-295. Synergy scores: CSS=4.81, Synergy_ZIP=-1.49, Synergy_Bliss=0.567, Synergy_Loewe=0.368, Synergy_HSA=0.713.